Dataset: Full USPTO retrosynthesis dataset with 1.9M reactions from patents (1976-2016). Task: Predict the reactants needed to synthesize the given product. (1) Given the product [F:17][C:14]([F:15])([F:16])[C:6]1[CH:5]=[C:4]([C:2](=[O:3])[CH2:1][Br:18])[CH:9]=[C:8]([C:10]([F:11])([F:12])[F:13])[CH:7]=1, predict the reactants needed to synthesize it. The reactants are: [CH3:1][C:2]([C:4]1[CH:9]=[C:8]([C:10]([F:13])([F:12])[F:11])[CH:7]=[C:6]([C:14]([F:17])([F:16])[F:15])[CH:5]=1)=[O:3].[Br:18]Br. (2) The reactants are: [NH2:1][CH2:2][CH2:3][O:4][C:5]1[C:10]([CH3:11])=[CH:9][C:8]([C:12]2[N:16]=[C:15]([C:17]3[CH:22]=[C:21]([CH3:23])[N:20]=[C:19]([N:24]([CH2:27][CH3:28])[CH2:25][CH3:26])[CH:18]=3)[O:14][N:13]=2)=[CH:7][C:6]=1[CH2:29][CH3:30].CCN(C(C)C)C(C)C.[CH3:40][S:41](Cl)(=[O:43])=[O:42]. Given the product [CH2:27]([N:24]([CH2:25][CH3:26])[C:19]1[CH:18]=[C:17]([C:15]2[O:14][N:13]=[C:12]([C:8]3[CH:9]=[C:10]([CH3:11])[C:5]([O:4][CH2:3][CH2:2][NH:1][S:41]([CH3:40])(=[O:43])=[O:42])=[C:6]([CH2:29][CH3:30])[CH:7]=3)[N:16]=2)[CH:22]=[C:21]([CH3:23])[N:20]=1)[CH3:28], predict the reactants needed to synthesize it.